From a dataset of Peptide-MHC class I binding affinity with 185,985 pairs from IEDB/IMGT. Regression. Given a peptide amino acid sequence and an MHC pseudo amino acid sequence, predict their binding affinity value. This is MHC class I binding data. (1) The peptide sequence is SEGATPQDL. The MHC is HLA-A01:01 with pseudo-sequence HLA-A01:01. The binding affinity (normalized) is 0. (2) The peptide sequence is HTQAIEGAW. The MHC is HLA-A02:03 with pseudo-sequence HLA-A02:03. The binding affinity (normalized) is 0.0847. (3) The peptide sequence is VTNLISETLK. The MHC is HLA-A68:02 with pseudo-sequence HLA-A68:02. The binding affinity (normalized) is 0.0333. (4) The peptide sequence is YAQMWSLMYF. The MHC is HLA-B15:01 with pseudo-sequence HLA-B15:01. The binding affinity (normalized) is 0.788. (5) The peptide sequence is SALNHTKKW. The MHC is HLA-A03:01 with pseudo-sequence HLA-A03:01. The binding affinity (normalized) is 0.0847.